Predict the reactants needed to synthesize the given product. From a dataset of Full USPTO retrosynthesis dataset with 1.9M reactions from patents (1976-2016). (1) Given the product [CH3:1][O:2][C:3]([C:5]1[S:9][C:8]2[C:10]([C:26]3[CH:25]=[CH:24][CH:23]=[C:22]([NH2:21])[CH:27]=3)=[CH:11][S:12][C:7]=2[C:6]=1[O:14][CH2:15][C:16]([O:18][CH2:19][CH3:20])=[O:17])=[O:4], predict the reactants needed to synthesize it. The reactants are: [CH3:1][O:2][C:3]([C:5]1[S:9][C:8]2[C:10](Br)=[CH:11][S:12][C:7]=2[C:6]=1[O:14][CH2:15][C:16]([O:18][CH2:19][CH3:20])=[O:17])=[O:4].[NH2:21][C:22]1[CH:23]=[C:24](B(O)O)[CH:25]=[CH:26][CH:27]=1.[F-].[K+]. (2) Given the product [Cl:1][C:2]1[N:9]=[C:8]([F:10])[C:7]([F:11])=[CH:6][C:3]=1[C:4]([NH2:5])=[O:14], predict the reactants needed to synthesize it. The reactants are: [Cl:1][C:2]1[N:9]=[C:8]([F:10])[C:7]([F:11])=[CH:6][C:3]=1[C:4]#[N:5].C(N)(=[O:14])C.C1COCC1. (3) The reactants are: [F:1][C:2]1[CH:3]=[C:4]([CH:10]=[CH:11][C:12]([OH:14])=[O:13])[CH:5]=[CH:6][C:7]=1[CH:8]=O.[C:15]([C:18]1[CH:23]=[CH:22][CH:21]=[CH:20][CH:19]=1)(=[O:17])[CH3:16].Cl. Given the product [F:1][C:2]1[CH:3]=[C:4]([CH:10]=[CH:11][C:12]([OH:14])=[O:13])[CH:5]=[CH:6][C:7]=1[CH:8]=[CH:16][C:15](=[O:17])[C:18]1[CH:23]=[CH:22][CH:21]=[CH:20][CH:19]=1, predict the reactants needed to synthesize it. (4) Given the product [C:11]1([C:10]2[C:4]3[C:5](=[N:6][CH:7]=[C:2]([C:7]4[CH:2]=[N:3][CH:4]=[CH:45][CH:46]=4)[N:3]=3)[O:8][C:9]=2[C:17]2[CH:22]=[CH:21][C:20]([C:23]3([NH:27][C:28](=[O:34])[O:29][C:30]([CH3:33])([CH3:32])[CH3:31])[CH2:26][CH2:25][CH2:24]3)=[CH:19][CH:18]=2)[CH:16]=[CH:15][CH:14]=[CH:13][CH:12]=1, predict the reactants needed to synthesize it. The reactants are: Cl[C:2]1[N:3]=[C:4]2[C:10]([C:11]3[CH:16]=[CH:15][CH:14]=[CH:13][CH:12]=3)=[C:9]([C:17]3[CH:22]=[CH:21][C:20]([C:23]4([NH:27][C:28](=[O:34])[O:29][C:30]([CH3:33])([CH3:32])[CH3:31])[CH2:26][CH2:25][CH2:24]4)=[CH:19][CH:18]=3)[O:8][C:5]2=[N:6][CH:7]=1.C(=O)([O-])[O-].[Cs+].[Cs+].O1[CH2:46][CH2:45]OCC1. (5) The reactants are: Br[C:2]1[N:7]=[C:6]([C:8]2[C:16]3[C:11](=[N:12][C:13]([NH:17][CH2:18][CH2:19][N:20]4[CH2:25][CH2:24][CH2:23][CH2:22][CH2:21]4)=[N:14][CH:15]=3)[N:10]([CH2:26][O:27][CH2:28][CH2:29][Si:30]([CH3:33])([CH3:32])[CH3:31])[N:9]=2)[CH:5]=[CH:4][CH:3]=1.[CH2:34]([NH2:41])[C:35]1[CH:40]=[CH:39][CH:38]=[CH:37][CH:36]=1.CN(C1C(C2C(P(C3CCCCC3)C3CCCCC3)=CC=CC=2)=CC=CC=1)C.CC([O-])(C)C.[Na+]. Given the product [CH2:34]([NH:41][C:2]1[N:7]=[C:6]([C:8]2[C:16]3[C:11](=[N:12][C:13]([NH:17][CH2:18][CH2:19][N:20]4[CH2:25][CH2:24][CH2:23][CH2:22][CH2:21]4)=[N:14][CH:15]=3)[N:10]([CH2:26][O:27][CH2:28][CH2:29][Si:30]([CH3:33])([CH3:32])[CH3:31])[N:9]=2)[CH:5]=[CH:4][CH:3]=1)[C:35]1[CH:40]=[CH:39][CH:38]=[CH:37][CH:36]=1, predict the reactants needed to synthesize it. (6) Given the product [CH2:1]([N:3]([CH:22]([CH3:23])[CH3:24])[C:4]([CH:6]1[CH2:11][CH2:10][CH2:9][N:8]([CH:12]2[CH2:31][CH2:30][N:29]([C:32]([O:34][C:35]([CH3:37])([CH3:36])[CH3:38])=[O:33])[CH2:28][CH2:27]2)[CH2:7]1)=[O:5])[CH3:2], predict the reactants needed to synthesize it. The reactants are: [CH2:1]([N:3]([CH:22]([CH3:24])[CH3:23])[C:4]([CH:6]1[CH2:11][CH2:10][CH2:9][N:8]([C:12](OCC2C=CC=CC=2)=O)[CH2:7]1)=[O:5])[CH3:2].O=C1[CH2:31][CH2:30][N:29]([C:32]([O:34][C:35]([CH3:38])([CH3:37])[CH3:36])=[O:33])[CH2:28][CH2:27]1.C(O[BH-](OC(=O)C)OC(=O)C)(=O)C.[Na+]. (7) Given the product [OH:1][C:2]1[C:3]([C:18](=[N:20][NH:21][C:22]([C:24]2[CH:33]=[CH:32][C:27]([C:28]([OH:30])=[O:29])=[C:26]([N+:34]([O-:36])=[O:35])[CH:25]=2)=[O:23])[CH3:19])=[N:4][N:5]([CH3:17])[C:6]=1[C:7]1[CH:8]=[CH:9][C:10]([C:13]([F:15])([F:14])[F:16])=[CH:11][CH:12]=1, predict the reactants needed to synthesize it. The reactants are: [OH:1][C:2]1[C:3]([C:18](=[N:20][NH:21][C:22]([C:24]2[CH:33]=[CH:32][C:27]([C:28]([O:30]C)=[O:29])=[C:26]([N+:34]([O-:36])=[O:35])[CH:25]=2)=[O:23])[CH3:19])=[N:4][N:5]([CH3:17])[C:6]=1[C:7]1[CH:12]=[CH:11][C:10]([C:13]([F:16])([F:15])[F:14])=[CH:9][CH:8]=1.[OH-].[Na+]. (8) Given the product [F:1][C:2]1[CH:7]=[CH:6][CH:5]=[C:4]([F:8])[C:3]=1[N:9]1[C:14]2[N:15]=[C:16]([NH:27][CH2:28][CH2:29][NH:30][C:35]([NH:34][CH2:32][CH3:33])=[O:36])[N:17]=[C:18]([C:19]3[CH:24]=[CH:23][C:22]([F:25])=[CH:21][C:20]=3[CH3:26])[C:13]=2[CH:12]=[CH:11][C:10]1=[O:31], predict the reactants needed to synthesize it. The reactants are: [F:1][C:2]1[CH:7]=[CH:6][CH:5]=[C:4]([F:8])[C:3]=1[N:9]1[C:14]2[N:15]=[C:16]([NH:27][CH2:28][CH2:29][NH2:30])[N:17]=[C:18]([C:19]3[CH:24]=[CH:23][C:22]([F:25])=[CH:21][C:20]=3[CH3:26])[C:13]=2[CH:12]=[CH:11][C:10]1=[O:31].[CH2:32]([N:34]=[C:35]=[O:36])[CH3:33]. (9) Given the product [C:15]1([S:12]([C:8]2[CH:9]=[N:10][C:11]3[C:6]([CH:7]=2)=[CH:5][CH:4]=[CH:3][C:2]=3[N:21]2[CH2:26][CH2:25][NH:24][CH2:23][CH2:22]2)(=[O:14])=[O:13])[CH:20]=[CH:19][CH:18]=[CH:17][CH:16]=1, predict the reactants needed to synthesize it. The reactants are: F[C:2]1[CH:3]=[CH:4][CH:5]=[C:6]2[C:11]=1[N:10]=[CH:9][C:8]([S:12]([C:15]1[CH:20]=[CH:19][CH:18]=[CH:17][CH:16]=1)(=[O:14])=[O:13])=[CH:7]2.[NH:21]1[CH2:26][CH2:25][NH:24][CH2:23][CH2:22]1.C(=O)([O-])[O-].[K+].[K+].C(O)CC. (10) Given the product [CH3:26][C:18]1[C:17]([CH:16]([S:15][CH2:14][CH2:13][CH:9]=[O:8])[C:27]2[C:32]([F:33])=[CH:31][CH:30]=[C:29]([F:34])[C:28]=2[F:35])=[CH:22][N:21]=[C:20]([C:23]([NH2:25])=[O:24])[CH:19]=1, predict the reactants needed to synthesize it. The reactants are: Cl.O1CCOCC1.[O:8]1CCO[CH:9]1[CH2:13][CH2:14][S:15][CH:16]([C:27]1[C:32]([F:33])=[CH:31][CH:30]=[C:29]([F:34])[C:28]=1[F:35])[C:17]1[C:18]([CH3:26])=[CH:19][C:20]([C:23]([NH2:25])=[O:24])=[N:21][CH:22]=1.